Predict the reactants needed to synthesize the given product. From a dataset of Full USPTO retrosynthesis dataset with 1.9M reactions from patents (1976-2016). (1) Given the product [CH3:30][C:24]1([CH3:31])[C:23]2[C:27](=[CH:28][C:20]([N:19]3[CH:4]=[C:5]([C:6]([O:8][CH2:9][CH3:10])=[O:7])[C:11](=[O:18])[NH:12][C:13]3=[O:15])=[CH:21][CH:22]=2)[NH:26][C:25]1=[O:29], predict the reactants needed to synthesize it. The reactants are: C(O[CH:4]=[C:5]([C:11](=[O:18])[NH:12][C:13]([O:15]CC)=O)[C:6]([O:8][CH2:9][CH3:10])=[O:7])C.[NH2:19][C:20]1[CH:28]=[C:27]2[C:23]([C:24]([CH3:31])([CH3:30])[C:25](=[O:29])[NH:26]2)=[CH:22][CH:21]=1.CC(C)([O-])C.[K+].Cl. (2) Given the product [CH2:1]([O:8][CH2:9][N:10]1[C:14]([CH:23]=[O:24])=[CH:13][CH:12]=[N:11]1)[C:2]1[CH:3]=[CH:4][CH:5]=[CH:6][CH:7]=1, predict the reactants needed to synthesize it. The reactants are: [CH2:1]([O:8][CH2:9][N:10]1[CH:14]=[CH:13][CH:12]=[N:11]1)[C:2]1[CH:7]=[CH:6][CH:5]=[CH:4][CH:3]=1.C([Li])CCC.CN([CH:23]=[O:24])C. (3) Given the product [ClH:24].[S:5]1[C:6]2[C:11](=[CH:10][CH:9]=[CH:8][CH:7]=2)[C:2](=[O:1])[CH2:3][C:4]21[CH2:16][CH2:15][NH:14][CH2:13][CH2:12]2, predict the reactants needed to synthesize it. The reactants are: [O:1]=[C:2]1[C:11]2[C:6](=[CH:7][CH:8]=[CH:9][CH:10]=2)[S:5][C:4]2([CH2:16][CH2:15][N:14](C(OC(C)(C)C)=O)[CH2:13][CH2:12]2)[CH2:3]1.[ClH:24].O1CCOCC1. (4) The reactants are: [CH3:1][S:2]([C:5]1[CH:10]=[CH:9][C:8]([CH:11]([CH2:16][CH:17]2[CH2:21][CH2:20][CH2:19][O:18]2)[C:12](=[O:15])[CH:13]=[CH2:14])=[CH:7][CH:6]=1)(=[O:4])=[O:3].C(O)C.O1CCCC1.[N:30]1[CH:35]=[CH:34][CH:33]=[CH:32][C:31]=1[CH:36]=[O:37]. Given the product [CH3:1][S:2]([C:5]1[CH:6]=[CH:7][C:8]([CH:11]([CH2:16][CH:17]2[CH2:21][CH2:20][CH2:19][O:18]2)[C:12](=[O:15])[CH2:13][CH2:14][C:36]([C:31]2[CH:32]=[CH:33][CH:34]=[CH:35][N:30]=2)=[O:37])=[CH:9][CH:10]=1)(=[O:4])=[O:3], predict the reactants needed to synthesize it. (5) Given the product [CH3:18][N:19]([CH3:21])[CH:20]=[CH:2][C:1]([C:4]1[CH:5]=[C:6]([NH:10][S:11]([CH2:14][CH3:15])(=[O:12])=[O:13])[CH:7]=[CH:8][CH:9]=1)=[O:3], predict the reactants needed to synthesize it. The reactants are: [C:1]([C:4]1[CH:5]=[C:6]([NH:10][S:11]([CH2:14][CH3:15])(=[O:13])=[O:12])[CH:7]=[CH:8][CH:9]=1)(=[O:3])[CH3:2].CO[CH:18](OC)[N:19]([CH3:21])[CH3:20]. (6) Given the product [F:39][C:3]([F:2])([F:38])[C:4]1[CH:5]=[C:6]([C@H:14]([O:16][C@H:17]2[CH2:22][CH2:21][N:20]([C:23]([C@H:25]3[CH2:26][CH2:27][C@H:28]([NH:31][C:41](=[O:42])[O:43][CH3:44])[CH2:29][CH2:30]3)=[O:24])[CH2:19][C@H:18]2[C:32]2[CH:33]=[CH:34][CH:35]=[CH:36][CH:37]=2)[CH3:15])[CH:7]=[C:8]([C:10]([F:12])([F:11])[F:13])[CH:9]=1, predict the reactants needed to synthesize it. The reactants are: Cl.[F:2][C:3]([F:39])([F:38])[C:4]1[CH:5]=[C:6]([C@H:14]([O:16][C@H:17]2[CH2:22][CH2:21][N:20]([C:23]([C@H:25]3[CH2:30][CH2:29][C@H:28]([NH2:31])[CH2:27][CH2:26]3)=[O:24])[CH2:19][C@H:18]2[C:32]2[CH:37]=[CH:36][CH:35]=[CH:34][CH:33]=2)[CH3:15])[CH:7]=[C:8]([C:10]([F:13])([F:12])[F:11])[CH:9]=1.Cl[C:41]([O:43][CH3:44])=[O:42].